Task: Predict the reactants needed to synthesize the given product.. Dataset: Full USPTO retrosynthesis dataset with 1.9M reactions from patents (1976-2016) (1) Given the product [CH3:16][C:7]1[N:8]=[C:9]([C:11]([O:13][CH2:14][CH3:15])=[O:12])[S:10][C:6]=1[CH2:5][C:4]1[CH:17]=[CH:18][CH:19]=[C:2]([N:24]2[CH2:25][CH2:26][N:21]([CH3:20])[CH2:22][CH2:23]2)[CH:3]=1, predict the reactants needed to synthesize it. The reactants are: Br[C:2]1[CH:3]=[C:4]([CH:17]=[CH:18][CH:19]=1)[CH2:5][C:6]1[S:10][C:9]([C:11]([O:13][CH2:14][CH3:15])=[O:12])=[N:8][C:7]=1[CH3:16].[CH3:20][N:21]1[CH2:26][CH2:25][NH:24][CH2:23][CH2:22]1.C([O-])([O-])=O.[Cs+].[Cs+].C1(P(C2CCCCC2)C2C=CC=CC=2C2C(C(C)C)=CC(C(C)C)=CC=2C(C)C)CCCCC1. (2) Given the product [C:28]([N:31]1[CH2:36][CH2:35][N:34]([CH2:2][CH2:3][CH2:4][O:5][C:6]2[CH:15]=[C:14]3[C:9]([C:10]([O:16][C:17]4[CH:18]=[C:19]5[C:23](=[CH:24][CH:25]=4)[NH:22][CH:21]=[CH:20]5)=[N:11][CH:12]=[N:13]3)=[CH:8][C:7]=2[O:26][CH3:27])[CH2:33][CH2:32]1)(=[O:30])[CH3:29], predict the reactants needed to synthesize it. The reactants are: Br[CH2:2][CH2:3][CH2:4][O:5][C:6]1[CH:15]=[C:14]2[C:9]([C:10]([O:16][C:17]3[CH:18]=[C:19]4[C:23](=[CH:24][CH:25]=3)[NH:22][CH:21]=[CH:20]4)=[N:11][CH:12]=[N:13]2)=[CH:8][C:7]=1[O:26][CH3:27].[C:28]([N:31]1[CH2:36][CH2:35][NH:34][CH2:33][CH2:32]1)(=[O:30])[CH3:29].